From a dataset of Experimentally validated miRNA-target interactions with 360,000+ pairs, plus equal number of negative samples. Binary Classification. Given a miRNA mature sequence and a target amino acid sequence, predict their likelihood of interaction. The miRNA is hsa-miR-6894-5p with sequence AGGAGGAUGGAGAGCUGGGCCAGA. The protein sequence of the target gene is MAVGKNKRLTKGGKKGAKKKVVDPFSKKDWYDVKAPAMFNIRNIGKTLVTRTQGTKIASDGLKGRVFEVSLADLQNDEVAFRKFKLITEDVQGKNCLTNFHGMDLTRDKMCSMVKKWQTMIEAHVDVKTTDGYLLRLFCVGFTKKRNNQIRKTSYAQHQQVRQIRKKMMEIMTREVQTNDLKEVVNKLIPDSIGKDIEKACQSIYPLHDVFVRKVKMLKKPKFELGKLMELHGEGSSSGKATGDETGAKVERADGYEPPVQESV. Result: 0 (no interaction).